From a dataset of Reaction yield outcomes from USPTO patents with 853,638 reactions. Predict the reaction yield, written as a fraction of the theoretical maximum amount of product (1.0 means a 100% yield; for example, 0.34 means a 34% yield). (1) The reactants are O[CH2:2][C:3]1[CH:12]=[N:11][C:10]2[N:9]3[CH2:13][CH2:14][CH2:15][C@H:8]3[C:7](=[O:16])[NH:6][C:5]=2[CH:4]=1.Cl.[F:18][C:19]1[CH:20]=[C:21]([CH:26]=[CH:27][C:28]=1[N:29]1[CH2:34][CH2:33][NH:32][CH2:31][CH2:30]1)[C:22]([NH:24][CH3:25])=[O:23].[I-].C(C[P+](C)(C)C)#N.C(N(CC)C(C)C)(C)C. The catalyst is C(#N)CC. The product is [F:18][C:19]1[CH:20]=[C:21]([CH:26]=[CH:27][C:28]=1[N:29]1[CH2:30][CH2:31][N:32]([CH2:2][C:3]2[CH:12]=[N:11][C:10]3[N:9]4[CH2:13][CH2:14][CH2:15][C@H:8]4[C:7](=[O:16])[NH:6][C:5]=3[CH:4]=2)[CH2:33][CH2:34]1)[C:22]([NH:24][CH3:25])=[O:23]. The yield is 0.642. (2) The catalyst is C(O)(=O)C. The product is [C:25]1([N:31]2[C:6]([C:8]3[C:13](=[O:14])[CH:12]=[CH:11][N:10]([C:15]4[CH:20]=[CH:19][CH:18]=[C:17]([C:21]([F:24])([F:23])[F:22])[CH:16]=4)[N:9]=3)=[N:5][CH:4]=[N:2]2)[CH:30]=[CH:29][CH:28]=[CH:27][CH:26]=1. The yield is 0.460. The reactants are C[N:2]([CH:4]=[N:5][C:6]([C:8]1[C:13](=[O:14])[CH:12]=[CH:11][N:10]([C:15]2[CH:20]=[CH:19][CH:18]=[C:17]([C:21]([F:24])([F:23])[F:22])[CH:16]=2)[N:9]=1)=O)C.[C:25]1([NH:31]N)[CH:30]=[CH:29][CH:28]=[CH:27][CH:26]=1. (3) The reactants are [Cl:1][C:2]1[CH:7]=[CH:6][C:5]([O:8][C:9]2[CH:14]=[CH:13][C:12]([CH:15]([CH3:17])[CH3:16])=[CH:11][CH:10]=2)=[C:4]([N+:18]([O-])=O)[CH:3]=1.Cl[Sn]Cl. No catalyst specified. The product is [Cl:1][C:2]1[CH:7]=[CH:6][C:5]([O:8][C:9]2[CH:14]=[CH:13][C:12]([CH:15]([CH3:17])[CH3:16])=[CH:11][CH:10]=2)=[C:4]([NH2:18])[CH:3]=1. The yield is 0.844. (4) The reactants are C([N:8]1[CH:14]2[CH2:15][CH2:16][CH2:17][CH:9]1[CH2:10][N:11]([C:18]([O:20][C:21]([CH3:24])([CH3:23])[CH3:22])=[O:19])[CH2:12][CH2:13]2)C1C=CC=CC=1. The product is [C:18]([N:11]1[CH2:12][CH2:13][CH:14]2[NH:8][CH:9]([CH2:17][CH2:16][CH2:15]2)[CH2:10]1)([O:20][C:21]([CH3:24])([CH3:23])[CH3:22])=[O:19]. The catalyst is CCO.[Pd]. The yield is 0.960. (5) The reactants are FC(F)(F)S(O[C:7]1[CH:16]=[CH:15][CH:14]=[C:13]2[C:8]=1[CH2:9][CH2:10][C:11](=[O:17])[NH:12]2)(=O)=O.[CH3:20][N:21](C=O)C. The catalyst is [C-]#N.[Zn+2].[C-]#N.C1C=CC([P]([Pd]([P](C2C=CC=CC=2)(C2C=CC=CC=2)C2C=CC=CC=2)([P](C2C=CC=CC=2)(C2C=CC=CC=2)C2C=CC=CC=2)[P](C2C=CC=CC=2)(C2C=CC=CC=2)C2C=CC=CC=2)(C2C=CC=CC=2)C2C=CC=CC=2)=CC=1. The product is [C:20]([C:7]1[CH:16]=[CH:15][CH:14]=[C:13]2[C:8]=1[CH2:9][CH2:10][C:11](=[O:17])[NH:12]2)#[N:21]. The yield is 0.810. (6) The reactants are [CH2:1]([N:3]([CH2:18][CH3:19])[CH2:4][CH2:5][N:6]([CH2:8][C:9]1[CH:10]=[C:11]([CH:15]=[CH:16][CH:17]=1)[C:12]([OH:14])=O)[CH3:7])[CH3:2].CCN=C=NCCCN(C)C.Cl.[NH2:32][C:33]1[CH:55]=[CH:54][C:53]([N:56]2[CH2:61][CH2:60][CH2:59][CH2:58][CH2:57]2)=[CH:52][C:34]=1[C:35]([NH:37][C:38]1[N:43]=[CH:42][C:41]([C:44]2[CH:49]=[CH:48][C:47]([CH3:50])=[C:46]([CH3:51])[CH:45]=2)=[CH:40][N:39]=1)=[O:36]. The catalyst is ClCCl.CN(C)C1C=CN=CC=1. The product is [CH2:18]([N:3]([CH2:1][CH3:2])[CH2:4][CH2:5][N:6]([CH2:8][C:9]1[CH:10]=[C:11]([CH:15]=[CH:16][CH:17]=1)[C:12]([NH:32][C:33]1[CH:55]=[CH:54][C:53]([N:56]2[CH2:61][CH2:60][CH2:59][CH2:58][CH2:57]2)=[CH:52][C:34]=1[C:35]([NH:37][C:38]1[N:43]=[CH:42][C:41]([C:44]2[CH:49]=[CH:48][C:47]([CH3:50])=[C:46]([CH3:51])[CH:45]=2)=[CH:40][N:39]=1)=[O:36])=[O:14])[CH3:7])[CH3:19]. The yield is 0.620. (7) The reactants are [CH3:1][C:2]1[CH:11]=[C:10]([NH:12][C:13]2[CH:14]=[C:15]([C:19]3[C:20]([CH:25]=O)=[CH:21][CH:22]=[CH:23][CH:24]=3)[CH:16]=[CH:17][CH:18]=2)[C:9]2[C:4](=[CH:5][CH:6]=[CH:7][CH:8]=2)[N:3]=1.[CH2:27]1[C:36]2[C:31](=[CH:32][CH:33]=[CH:34][CH:35]=2)[CH2:30][CH2:29][NH:28]1.[BH-](OC(C)=O)(OC(C)=O)OC(C)=O.[Na+].CC(O)=O. The catalyst is ClC(Cl)C. The product is [CH2:27]1[C:36]2[C:31](=[CH:32][CH:33]=[CH:34][CH:35]=2)[CH2:30][CH2:29][N:28]1[CH2:25][C:20]1[CH:21]=[CH:22][CH:23]=[CH:24][C:19]=1[C:15]1[CH:16]=[CH:17][CH:18]=[C:13]([NH:12][C:10]2[C:9]3[C:4](=[CH:5][CH:6]=[CH:7][CH:8]=3)[N:3]=[C:2]([CH3:1])[CH:11]=2)[CH:14]=1. The yield is 0.237. (8) The reactants are O[CH2:2][N:3]1[CH2:7][CH:6]([CH2:8][CH2:9][CH3:10])[CH2:5][C:4]1=[O:11].S(Cl)(Cl)=O.[CH3:16][C:17]1[CH:18]=[N:19][C:20]2[N:21]([N:23]=[C:24]([C:26]3[CH:31]=[CH:30][CH:29]=[CH:28][CH:27]=3)[CH:25]=2)[CH:22]=1.[Al+3].[Cl-].[Cl-].[Cl-]. The catalyst is C1(C)C=CC=CC=1. The product is [CH3:16][C:17]1[CH:18]=[N:19][C:20]2[N:21]([N:23]=[C:24]([C:26]3[CH:27]=[CH:28][CH:29]=[CH:30][CH:31]=3)[C:25]=2[CH2:2][N:3]2[CH2:7][CH:6]([CH2:8][CH2:9][CH3:10])[CH2:5][C:4]2=[O:11])[CH:22]=1. The yield is 0.500. (9) The reactants are [O:1]1[CH2:6][CH2:5][CH:4]([N:7]2[C:11]([NH2:12])=[CH:10][CH:9]=[N:8]2)[CH2:3][CH2:2]1.[N+:13]([CH:16]([CH:19]=O)[CH:17]=O)([O-:15])=[O:14]. The catalyst is C(O)(=O)C. The product is [N+:13]([C:16]1[CH:17]=[C:10]2[CH:9]=[N:8][N:7]([CH:4]3[CH2:3][CH2:2][O:1][CH2:6][CH2:5]3)[C:11]2=[N:12][CH:19]=1)([O-:15])=[O:14]. The yield is 0.700.